This data is from Catalyst prediction with 721,799 reactions and 888 catalyst types from USPTO. The task is: Predict which catalyst facilitates the given reaction. (1) Reactant: [CH2:1]([P:5]([OH:7])[OH:6])[CH2:2][CH2:3][CH3:4].[OH-].[Na+].C([O-])(=O)C.[Al+3:14].C([O-])(=O)C.C([O-])(=O)C. Product: [Al+3:14].[CH2:1]([P:5]([O-:7])[O-:6])[CH2:2][CH2:3][CH3:4].[CH2:1]([P:5]([O-:7])[O-:6])[CH2:2][CH2:3][CH3:4].[CH2:1]([P:5]([O-:7])[O-:6])[CH2:2][CH2:3][CH3:4].[Al+3:14]. The catalyst class is: 6. (2) Reactant: [Br:1][C:2]1[CH:7]=[C:6]([CH3:8])[C:5]([OH:9])=[C:4]([Cl:10])[CH:3]=1.[CH3:11][CH:12]([Si:14](Cl)([CH:18]([CH3:20])[CH3:19])[CH:15]([CH3:17])[CH3:16])[CH3:13].N1C=CN=C1. Product: [Br:1][C:2]1[CH:7]=[C:6]([CH3:8])[C:5]([O:9][Si:14]([CH:18]([CH3:20])[CH3:19])([CH:15]([CH3:17])[CH3:16])[CH:12]([CH3:13])[CH3:11])=[C:4]([Cl:10])[CH:3]=1. The catalyst class is: 2. (3) Reactant: [CH2:1]([O:3][C:4]([CH:6]1[CH2:11][CH2:10][NH:9][CH2:8][CH2:7]1)=[O:5])[CH3:2].[S:12]1[CH:16]=[CH:15][CH:14]=[C:13]1[S:17](Cl)(=[O:19])=[O:18].Cl. Product: [CH2:1]([O:3][C:4]([CH:6]1[CH2:11][CH2:10][N:9]([S:17]([C:13]2[S:12][CH:16]=[CH:15][CH:14]=2)(=[O:19])=[O:18])[CH2:8][CH2:7]1)=[O:5])[CH3:2]. The catalyst class is: 17. (4) Reactant: Cl.[C:2](=[NH:9])([NH2:8])[CH2:3][CH2:4][CH2:5][CH:6]=[CH2:7].[C:10]1([C:16]#[C:17][CH:18]=O)[CH:15]=[CH:14][CH:13]=[CH:12][CH:11]=1.C(=O)([O-])[O-].[Na+].[Na+]. Product: [CH2:3]([C:2]1[N:8]=[C:16]([C:10]2[CH:15]=[CH:14][CH:13]=[CH:12][CH:11]=2)[CH:17]=[CH:18][N:9]=1)[CH2:4][CH2:5][CH:6]=[CH2:7]. The catalyst class is: 10.